Predict the reaction yield, written as a fraction of the theoretical maximum amount of product (1.0 means a 100% yield; for example, 0.34 means a 34% yield). From a dataset of Reaction yield outcomes from USPTO patents with 853,638 reactions. (1) The reactants are [CH3:1][O:2][C:3]1[CH:8]=[C:7]([CH3:9])[C:6]([S:10]([N:13]2[C:22]3[C:17](=[CH:18][CH:19]=[CH:20][CH:21]=3)[CH2:16][CH2:15][CH:14]2[CH2:23][O:24][CH2:25][C:26](O)=[O:27])(=[O:12])=[O:11])=[C:5]([CH3:29])[CH:4]=1.C(N(C(C)C)CC)(C)C.ON1C2C=CC=CC=2N=N1.Cl.C(N=C=NCCCN(C)C)C.[CH3:61][N:62]1[CH2:67][CH2:66][CH:65]([N:68]2[CH2:73][CH2:72][NH:71][CH2:70][CH2:69]2)[CH2:64][CH2:63]1. The catalyst is ClCCl. The product is [CH3:1][O:2][C:3]1[CH:8]=[C:7]([CH3:9])[C:6]([S:10]([N:13]2[C:22]3[C:17](=[CH:18][CH:19]=[CH:20][CH:21]=3)[CH2:16][CH2:15][CH:14]2[CH2:23][O:24][CH2:25][C:26]([N:71]2[CH2:70][CH2:69][N:68]([CH:65]3[CH2:66][CH2:67][N:62]([CH3:61])[CH2:63][CH2:64]3)[CH2:73][CH2:72]2)=[O:27])(=[O:11])=[O:12])=[C:5]([CH3:29])[CH:4]=1. The yield is 0.600. (2) The reactants are [NH:1]1[CH2:4][CH:3]([CH2:5][N:6]2[C:10]3[N:11]=[C:12]([C:21]4[CH:26]=[CH:25][C:24]([NH:27][C:28]([NH:30][C:31]5[CH:36]=[CH:35][CH:34]=[CH:33][CH:32]=5)=[O:29])=[CH:23][CH:22]=4)[N:13]=[C:14]([N:15]4[CH2:20][CH2:19][O:18][CH2:17][CH2:16]4)[C:9]=3[N:8]=[N:7]2)[CH2:2]1.CCN(CC)CC.[C:44](Cl)(=[O:51])[C:45]1[CH:50]=[CH:49][CH:48]=[CH:47][CH:46]=1. The catalyst is C1COCC1. The product is [C:44]([N:1]1[CH2:4][CH:3]([CH2:5][N:6]2[C:10]3[N:11]=[C:12]([C:21]4[CH:22]=[CH:23][C:24]([NH:27][C:28]([NH:30][C:31]5[CH:36]=[CH:35][CH:34]=[CH:33][CH:32]=5)=[O:29])=[CH:25][CH:26]=4)[N:13]=[C:14]([N:15]4[CH2:20][CH2:19][O:18][CH2:17][CH2:16]4)[C:9]=3[N:8]=[N:7]2)[CH2:2]1)(=[O:51])[C:45]1[CH:50]=[CH:49][CH:48]=[CH:47][CH:46]=1. The yield is 0.540. (3) The reactants are [NH2:1][C:2]1[CH:3]=[C:4]([CH:22]=[CH:23][CH:24]=1)[O:5][C:6]1[CH:7]=[CH:8][C:9]2[N:13]=[C:12]([NH:14][C:15]([CH:17]3[CH2:19][CH2:18]3)=[O:16])[N:11]([CH3:20])[C:10]=2[CH:21]=1.[C:25]([C:27]1([C:30]2[CH:31]=[C:32]([CH:36]=[CH:37][CH:38]=2)[C:33](O)=[O:34])[CH2:29][CH2:28]1)#[N:26].Cl.C(N=C=NCCCN(C)C)C. The catalyst is CN(C)C1C=CN=CC=1.N1C=CC=CC=1. The product is [C:25]([C:27]1([C:30]2[CH:31]=[C:32]([CH:36]=[CH:37][CH:38]=2)[C:33]([NH:1][C:2]2[CH:24]=[CH:23][CH:22]=[C:4]([O:5][C:6]3[CH:7]=[CH:8][C:9]4[N:13]=[C:12]([NH:14][C:15]([CH:17]5[CH2:19][CH2:18]5)=[O:16])[N:11]([CH3:20])[C:10]=4[CH:21]=3)[CH:3]=2)=[O:34])[CH2:28][CH2:29]1)#[N:26]. The yield is 0.260. (4) The yield is 0.770. The product is [CH3:11][C:10]1[O:9][N:8]=[C:7]([C:12]2[CH:13]=[C:14]([CH3:18])[CH:15]=[CH:16][CH:17]=2)[C:6]=1[CH2:4][OH:3]. No catalyst specified. The reactants are C([O:3][C:4]([C:6]1[C:7]([C:12]2[CH:13]=[C:14]([CH3:18])[CH:15]=[CH:16][CH:17]=2)=[N:8][O:9][C:10]=1[CH3:11])=O)C.C(OC(C1C(C2C=CC=CC=2F)=NOC=1C)=O)C. (5) The reactants are [CH3:1][N:2]1[CH:7]2[CH2:8][O:9][CH2:10][CH:3]1[CH2:4][N:5](S(C1C=CC=CC=1)(=O)=O)[CH2:6]2.[H-].[H-].[H-].[H-].[Li+].[Al+3].[ClH:26]. The catalyst is C1(C)C=CC=CC=1.C1COCC1. The product is [ClH:26].[CH3:1][N:2]1[CH:7]2[CH2:8][O:9][CH2:10][CH:3]1[CH2:4][NH:5][CH2:6]2. The yield is 0.430. (6) The reactants are [OH:1][C:2]([CH2:13][C:14]1[C:22]2[C:17](=[CH:18][CH:19]=[CH:20][CH:21]=2)[NH:16][CH:15]=1)([C:10]([OH:12])=[O:11])[CH2:3][C:4](=[N:8][OH:9])[C:5]([OH:7])=[O:6].Cl.O.[NH3:25]. The catalyst is C(O)C. The product is [NH4+:8].[NH4+:25].[OH:1][C:2]([CH2:13][C:14]1[C:22]2[C:17](=[CH:18][CH:19]=[CH:20][CH:21]=2)[NH:16][CH:15]=1)([C:10]([O-:12])=[O:11])[CH2:3][C:4](=[N:8][OH:9])[C:5]([O-:7])=[O:6]. The yield is 0.230.